This data is from Reaction yield outcomes from USPTO patents with 853,638 reactions. The task is: Predict the reaction yield, written as a fraction of the theoretical maximum amount of product (1.0 means a 100% yield; for example, 0.34 means a 34% yield). (1) The reactants are [CH2:1]([N:9]([CH3:25])[C:10]([C@@H:12]1[CH2:16][C@@H:15]([OH:17])[CH2:14][N:13]1C(OC(C)(C)C)=O)=[O:11])[CH2:2][CH2:3][CH2:4][CH2:5][CH:6]=[CH:7][CH3:8].C(N(C)C([C@@H]1C[C@@H](O)CN1)=O)CCCC=C. No catalyst specified. The product is [CH2:1]([N:9]([CH3:25])[C:10]([C@@H:12]1[CH2:16][C@@H:15]([OH:17])[CH2:14][NH:13]1)=[O:11])[CH2:2][CH2:3][CH2:4][CH2:5][CH:6]=[CH:7][CH3:8]. The yield is 0.510. (2) The reactants are C([N:8]1[CH2:13][CH2:12][N:11]([C:14]2[CH:19]=[CH:18][CH:17]=[CH:16][C:15]=2[CH2:20][NH2:21])[CH2:10][CH2:9]1)(OC(C)(C)C)=O.CCN(C(C)C)C(C)C.[C:31](Cl)(=[O:34])[CH2:32][CH3:33].C(O)(C(F)(F)F)=O.[OH-].[Na+]. The catalyst is C(Cl)Cl.C(OCC)(=O)C. The product is [C:31]([NH:21][CH2:20][C:15]1[CH:16]=[CH:17][CH:18]=[CH:19][C:14]=1[N:11]1[CH2:10][CH2:9][NH:8][CH2:13][CH2:12]1)(=[O:34])[CH2:32][CH3:33]. The yield is 0.400. (3) The reactants are [C:1]([O:5][C:6](=[O:12])[NH:7][CH2:8][CH2:9][C:10]#[CH:11])([CH3:4])([CH3:3])[CH3:2].I[C:14]1[CH:21]=[CH:20][C:17]([C:18]#[N:19])=[CH:16][CH:15]=1.C(N(CC)CC)C. The catalyst is Cl[Pd](Cl)([P](C1C=CC=CC=1)(C1C=CC=CC=1)C1C=CC=CC=1)[P](C1C=CC=CC=1)(C1C=CC=CC=1)C1C=CC=CC=1.[Cu]I.C1COCC1. The product is [C:1]([O:5][C:6](=[O:12])[NH:7][CH2:8][CH2:9][C:10]#[C:11][C:14]1[CH:21]=[CH:20][C:17]([C:18]#[N:19])=[CH:16][CH:15]=1)([CH3:4])([CH3:3])[CH3:2]. The yield is 0.990. (4) The reactants are [C:1]([O:12][CH3:13])(=[O:11])[C:2]1[CH:10]=[CH:9][CH:8]=[C:4]([C:5]([O-:7])=O)[CH:3]=1.[CH3:14][C:15]([O:18][C:19]([NH:21][CH2:22][CH2:23][NH2:24])=[O:20])([CH3:17])[CH3:16].CCN=C=NCCCN(C)C.CCN(C(C)C)C(C)C. The catalyst is C(Cl)Cl. The product is [CH3:13][O:12][C:1](=[O:11])[C:2]1[CH:10]=[CH:9][CH:8]=[C:4]([C:5]([NH:24][CH2:23][CH2:22][NH:21][C:19]([O:18][C:15]([CH3:17])([CH3:16])[CH3:14])=[O:20])=[O:7])[CH:3]=1. The yield is 0.720. (5) The product is [N:20]([C:16]1[CH:15]=[N:14][C:13]2[C:18](=[CH:19][C:10]([O:9][CH3:8])=[CH:11][CH:12]=2)[N:17]=1)=[C:28]=[S:29]. The yield is 0.190. The reactants are FC(F)(F)C(O)=O.[CH3:8][O:9][C:10]1[CH:19]=[C:18]2[C:13]([N:14]=[CH:15][C:16]([NH2:20])=[N:17]2)=[CH:12][CH:11]=1.C(N(CC)CC)C.[C:28](N1C=CC=CC1=O)(N1C=CC=CC1=O)=[S:29]. The catalyst is C(Cl)Cl. (6) The catalyst is C(OC(=O)C)(=O)C. The reactants are [C:1]([O:7][CH2:8][CH3:9])(=[O:6])[CH2:2][C:3]([CH3:5])=O.[CH3:10][O:11][C:12]1[CH:13]=[C:14]2[C:19](=[CH:20][CH:21]=1)[N+:18]([O-])=CC=[CH:15]2.Cl. The yield is 0.320. The product is [CH3:10][O:11][C:12]1[CH:13]=[C:14]2[C:19](=[CH:20][CH:21]=1)[N:18]=[C:3]([CH2:2][C:1]([O:7][CH2:8][CH3:9])=[O:6])[CH:5]=[CH:15]2. (7) The reactants are [Li]CCCC.[CH3:6][C:7]1[N:8]=[CH:9][S:10][CH:11]=1.CON(C)[C:15](=[O:17])[CH3:16]. The catalyst is CCOCC. The product is [CH3:6][C:7]1[N:8]=[C:9]([C:15](=[O:17])[CH3:16])[S:10][CH:11]=1. The yield is 0.850. (8) The reactants are FC(F)(F)C(O)=O.[Cl:8][C:9]1[C:10]([F:38])=[C:11]([CH:15]2[C:19]([C:22]3[CH:27]=[CH:26][C:25]([Cl:28])=[CH:24][CH:23]=3)([C:20]#[N:21])[CH:18]([CH2:29][CH:30]3[CH2:34][CH2:33][CH2:32][CH2:31]3)[NH:17][CH:16]2[C:35](O)=[O:36])[CH:12]=[CH:13][CH:14]=1.CC1(C)[O:44][C@@H:43]([CH2:45][CH2:46][NH2:47])[CH2:42][O:41]1.CN(C(ON1N=NC2C=CC=NC1=2)=[N+](C)C)C.F[P-](F)(F)(F)(F)F.CCN(C(C)C)C(C)C.Cl. The catalyst is C(Cl)Cl.O1CCCC1. The product is [OH:44][C@H:43]([CH2:42][OH:41])[CH2:45][CH2:46][NH:47][C:35]([CH:16]1[CH:15]([C:11]2[CH:12]=[CH:13][CH:14]=[C:9]([Cl:8])[C:10]=2[F:38])[C:19]([C:22]2[CH:23]=[CH:24][C:25]([Cl:28])=[CH:26][CH:27]=2)([C:20]#[N:21])[CH:18]([CH2:29][CH:30]2[CH2:31][CH2:32][CH2:33][CH2:34]2)[NH:17]1)=[O:36]. The yield is 0.360. (9) The reactants are [C:1]([O:5][C:6](=[O:26])[NH:7][CH:8]1[CH2:13][CH2:12][N:11]([C:14]2[N:15]([CH2:22][CH2:23][CH2:24][OH:25])[C:16](=[O:21])[CH:17]=[C:18](Cl)[N:19]=2)[CH2:10][CH2:9]1)([CH3:4])([CH3:3])[CH3:2].[C:27]([C:29]1[CH:34]=[CH:33][C:32](OB(O)O)=[CH:31][C:30]=1[F:39])#[N:28].[C:40]([O-])([O-])=O.[Na+].[Na+]. The catalyst is C(#N)C.O.C1C=CC([P]([Pd]([P](C2C=CC=CC=2)(C2C=CC=CC=2)C2C=CC=CC=2)([P](C2C=CC=CC=2)(C2C=CC=CC=2)C2C=CC=CC=2)[P](C2C=CC=CC=2)(C2C=CC=CC=2)C2C=CC=CC=2)(C2C=CC=CC=2)C2C=CC=CC=2)=CC=1. The product is [C:1]([O:5][C:6](=[O:26])[NH:7][CH:8]1[CH2:13][CH2:12][N:11]([C:14]2[N:15]([CH2:22][CH2:23][CH2:24][O:25][CH3:40])[C:16](=[O:21])[CH:17]=[C:18]([C:32]3[CH:33]=[CH:34][C:29]([C:27]#[N:28])=[C:30]([F:39])[CH:31]=3)[N:19]=2)[CH2:10][CH2:9]1)([CH3:4])([CH3:3])[CH3:2]. The yield is 0.990. (10) The yield is 0.980. The catalyst is O1CCOCC1. The product is [Br:1][C:2]1[CH:7]=[C:6]2[NH:8][C:9](=[O:16])[C:10]3([CH2:11][CH2:12][O:13][CH2:14][CH2:15]3)[C:5]2=[CH:4][CH:3]=1. The reactants are [Br:1][C:2]1[CH:7]=[C:6]2[N:8](C(OC(C)(C)C)=O)[C:9](=[O:16])[C:10]3([CH2:15][CH2:14][O:13][CH2:12][CH2:11]3)[C:5]2=[CH:4][CH:3]=1.Cl.